Dataset: Reaction yield outcomes from USPTO patents with 853,638 reactions. Task: Predict the reaction yield, written as a fraction of the theoretical maximum amount of product (1.0 means a 100% yield; for example, 0.34 means a 34% yield). (1) The reactants are [N:1]1([C:7]([O:9][C:10]([CH3:13])([CH3:12])[CH3:11])=[O:8])[CH2:6][CH2:5][NH:4][CH2:3][CH2:2]1.C(N(CC)CC)C.[CH3:21][S:22](Cl)(=[O:24])=[O:23]. The catalyst is C(Cl)Cl. The product is [C:10]([O:9][C:7]([N:1]1[CH2:6][CH2:5][N:4]([S:22]([CH3:21])(=[O:24])=[O:23])[CH2:3][CH2:2]1)=[O:8])([CH3:13])([CH3:12])[CH3:11]. The yield is 0.980. (2) The reactants are Cl.C[O:3][CH:4](OC)[C:5]1[CH:10]=[CH:9][C:8]([C:11]#[C:12][C:13]2[CH:18]=[CH:17][C:16]([C:19](=[O:31])[N:20]([CH:22]([C:27]([NH:29][CH3:30])=[O:28])[C:23]([O:25][CH3:26])=[O:24])[CH3:21])=[CH:15][CH:14]=2)=[CH:7][CH:6]=1. The catalyst is CC(C)=O. The product is [CH:4]([C:5]1[CH:6]=[CH:7][C:8]([C:11]#[C:12][C:13]2[CH:18]=[CH:17][C:16]([C:19](=[O:31])[N:20]([CH:22]([C:27]([NH:29][CH3:30])=[O:28])[C:23]([O:25][CH3:26])=[O:24])[CH3:21])=[CH:15][CH:14]=2)=[CH:9][CH:10]=1)=[O:3]. The yield is 0.790. (3) The product is [CH3:5][C:6]1[N:10]2[C:11]3[CH:17]=[CH:16][NH:15][C:12]=3[N:13]=[CH:14][C:9]2=[C:8]([C:18]2[CH:19]=[N:20][N:21]([CH2:23][C:24]([O:26][CH3:1])=[O:25])[CH:22]=2)[N:7]=1. The reactants are [C:1](Cl)(C)=O.[CH3:5][C:6]1[N:10]2[C:11]3[CH:17]=[CH:16][NH:15][C:12]=3[N:13]=[CH:14][C:9]2=[C:8]([C:18]2[CH:19]=[N:20][N:21]([CH2:23][C:24]([OH:26])=[O:25])[CH:22]=2)[N:7]=1. The catalyst is CO. The yield is 0.400. (4) The reactants are C1(C)C=CC=CC=1.[Cl:8][C:9]1[CH:10]=[C:11]([CH:16](Br)[C:17]([O:19][CH3:20])=[O:18])[CH:12]=[CH:13][C:14]=1[Cl:15].[C:22]([O-])(=[S:24])[CH3:23].[K+]. The catalyst is CO. The product is [C:22]([CH:16]([C:11]1[CH:12]=[CH:13][C:14]([Cl:15])=[C:9]([Cl:8])[CH:10]=1)[C:17]([O:19][CH3:20])=[O:18])(=[S:24])[CH3:23]. The yield is 1.03. (5) The reactants are [CH3:1][C:2]12[CH:10]([OH:11])[O:9][CH2:8][CH:7]1[CH:6]1[CH2:12][CH:3]2[CH2:4][CH2:5]1.[C:13](OC(=O)C)(=[O:15])[CH3:14]. The catalyst is N1C=CC=CC=1. The product is [C:13]([O:11][CH:10]1[O:9][CH2:8][CH:7]2[C:2]1([CH3:1])[CH:3]1[CH2:12][CH:6]2[CH2:5][CH2:4]1)(=[O:15])[CH3:14]. The yield is 0.960. (6) The reactants are Br[C:2]1[N:7]=[C:6]([C:8]([OH:10])=[O:9])[CH:5]=[CH:4][C:3]=1[F:11].[F:12][C:13]1[CH:14]=[C:15](B(O)O)[CH:16]=[CH:17][C:18]=1[F:19]. The catalyst is C1C=CC(P(C2C=CC=CC=2)[C-]2C=CC=C2)=CC=1.C1C=CC(P(C2C=CC=CC=2)[C-]2C=CC=C2)=CC=1.Cl[Pd]Cl.[Fe+2].C(Cl)Cl. The product is [F:12][C:13]1[CH:14]=[C:15]([C:2]2[N:7]=[C:6]([C:8]([OH:10])=[O:9])[CH:5]=[CH:4][C:3]=2[F:11])[CH:16]=[CH:17][C:18]=1[F:19]. The yield is 0.700. (7) The reactants are [CH:1]1([CH2:6][C@H:7]([N:11]2[CH2:19][C:18]3[C:13](=[CH:14][CH:15]=[CH:16][C:17]=3[C:20]([F:23])([F:22])[F:21])[C:12]2=[O:24])[C:8]([OH:10])=O)[CH2:5][CH2:4][CH2:3][CH2:2]1.C(Cl)(=O)C(Cl)=O.[NH2:31][C:32]1[CH:36]=[CH:35][N:34]([CH2:37][CH2:38][OH:39])[N:33]=1.N1C(C)=CC=CC=1C. The catalyst is C(Cl)Cl.CN(C)C=O. The product is [CH:1]1([CH2:6][C@H:7]([N:11]2[CH2:19][C:18]3[C:13](=[CH:14][CH:15]=[CH:16][C:17]=3[C:20]([F:23])([F:22])[F:21])[C:12]2=[O:24])[C:8]([NH:31][C:32]2[CH:36]=[CH:35][N:34]([CH2:37][CH2:38][OH:39])[N:33]=2)=[O:10])[CH2:5][CH2:4][CH2:3][CH2:2]1. The yield is 0.860. (8) The reactants are [C:1]([O:5][C:6]([C:8]1(C(O)=O)[CH2:10][CH:9]1[CH2:11][CH3:12])=[O:7])([CH3:4])([CH3:3])[CH3:2].C([N:18]([CH2:21]C)CC)C.C1C=CC(P(N=[N+]=[N-])(C2C=CC=CC=2)=[O:30])=CC=1.[CH3:40][Si:41]([CH3:46])([CH3:45])[CH2:42][CH2:43][OH:44]. The catalyst is C1C=CC=CC=1. The product is [C:1]([O:5][C:6]([C@:8]1([NH:18][C:21]([O:44][CH2:43][CH2:42][Si:41]([CH3:46])([CH3:45])[CH3:40])=[O:30])[CH2:10][C@@H:9]1[CH2:11][CH3:12])=[O:7])([CH3:2])([CH3:3])[CH3:4]. The yield is 0.520. (9) The reactants are [NH2:1][C:2]1[C:7]([NH:8][C:9](=O)OC(C)(C)C)=[CH:6][CH:5]=[C:4]([N:16]2[CH2:21][CH2:20][CH2:19][C@@H:18]([C:22]([N:24]3[CH2:28][CH2:27][CH2:26][CH2:25]3)=[O:23])[CH2:17]2)[N:3]=1.[Cl:29][C:30]1[CH:31]=[N:32][N:33]([C:35]2(C(O)=O)[CH2:37][CH2:36]2)[CH:34]=1.C(N(CC)C(C)C)(C)C.CCCP1(OP(CCC)(=O)OP(CCC)(=O)O1)=O.CS(O)(=O)=O. The catalyst is C(OCC)(=O)C.C(#N)C. The product is [Cl:29][C:30]1[CH:31]=[N:32][N:33]([C:35]2([C:9]3[NH:1][C:2]4=[N:3][C:4]([N:16]5[CH2:21][CH2:20][CH2:19][C@@H:18]([C:22]([N:24]6[CH2:25][CH2:26][CH2:27][CH2:28]6)=[O:23])[CH2:17]5)=[CH:5][CH:6]=[C:7]4[N:8]=3)[CH2:37][CH2:36]2)[CH:34]=1. The yield is 0.470. (10) The reactants are [CH3:1][S:2]([NH2:5])(=[O:4])=[O:3].[Br:6][CH2:7][CH2:8][CH2:9][CH2:10][C:11](Cl)=[O:12]. The catalyst is C(OCC)(=O)C. The product is [Br:6][CH2:7][CH2:8][CH2:9][CH2:10][C:11]([NH:5][S:2]([CH3:1])(=[O:4])=[O:3])=[O:12]. The yield is 0.880.